Dataset: Full USPTO retrosynthesis dataset with 1.9M reactions from patents (1976-2016). Task: Predict the reactants needed to synthesize the given product. (1) Given the product [CH2:9]([Zn:8][O:17][C:11]1[CH:16]=[CH:15][CH:14]=[CH:13][CH:12]=1)[CH3:10], predict the reactants needed to synthesize it. The reactants are: CCOCC.C([Zn:8][CH2:9][CH3:10])C.[C:11]1([OH:17])[CH:16]=[CH:15][CH:14]=[CH:13][CH:12]=1. (2) Given the product [CH3:15][O:16][C:17]1[CH:18]=[C:19]([CH:21]=[CH:22][C:23]=1[O:24][CH3:25])[NH:20][C:2]1[CH:7]=[C:6]([CH3:8])[N:5]=[C:4]([C:9]2[CH:14]=[CH:13][CH:12]=[CH:11][N:10]=2)[N:3]=1, predict the reactants needed to synthesize it. The reactants are: Cl[C:2]1[CH:7]=[C:6]([CH3:8])[N:5]=[C:4]([C:9]2[CH:14]=[CH:13][CH:12]=[CH:11][N:10]=2)[N:3]=1.[CH3:15][O:16][C:17]1[CH:18]=[C:19]([CH:21]=[CH:22][C:23]=1[O:24][CH3:25])[NH2:20]. (3) Given the product [F:25][C:4]1[CH:3]=[C:2]([NH:1][C:55]([C:52]2([C:50]([NH:49][C:58]3[CH:63]=[CH:62][C:61]([F:64])=[CH:60][CH:59]=3)=[O:51])[CH2:54][CH2:53]2)=[O:56])[CH:24]=[CH:23][C:5]=1[O:6][C:7]1[C:16]2[C:11](=[CH:12][C:13]([O:19][CH3:20])=[C:14]([O:17][CH3:18])[CH:15]=2)[N:10]=[C:9]([NH:21][CH3:22])[CH:8]=1, predict the reactants needed to synthesize it. The reactants are: [NH2:1][C:2]1[CH:24]=[CH:23][C:5]([O:6][C:7]2[C:16]3[C:11](=[CH:12][C:13]([O:19][CH3:20])=[C:14]([O:17][CH3:18])[CH:15]=3)[N:10]=[C:9]([NH:21][CH3:22])[CH:8]=2)=[C:4]([F:25])[CH:3]=1.COC1C=C2C(=CC=1OC)N=C(SC)C=C2OC1C=CC([N:49]([C:58]2[CH:63]=[CH:62][C:61]([F:64])=[CH:60][CH:59]=2)[C:50]([C:52]2([C:55](N)=[O:56])[CH2:54][CH2:53]2)=[O:51])=CC=1F. (4) Given the product [CH2:14]([O:13][CH:4]([O:3][CH2:1][CH3:2])[C:5]1[CH:6]=[C:7]([CH2:8][OH:9])[CH:10]=[CH:11][CH:12]=1)[CH3:15], predict the reactants needed to synthesize it. The reactants are: [CH2:1]([O:3][CH:4]([O:13][CH2:14][CH3:15])[C:5]1[CH:6]=[C:7]([CH:10]=[CH:11][CH:12]=1)[CH:8]=[O:9])[CH3:2].[BH4-].[Na+].O. (5) Given the product [CH:1]1([C:4]([C:6]2[CH:7]=[C:8]([CH:9]=[CH:10][CH:11]=2)[O:12][CH2:13][C:17]2[C:22]([CH3:23])=[CH:21][CH:20]=[CH:19][C:18]=2[N:24]2[C:28](=[O:29])[N:27]([CH3:30])[N:26]=[N:25]2)=[O:5])[CH2:2][CH2:3]1, predict the reactants needed to synthesize it. The reactants are: [CH:1]1([C:4]([C:6]2[CH:11]=[CH:10][CH:9]=[C:8]([O:12][CH3:13])[CH:7]=2)=[O:5])[CH2:3][CH2:2]1.Br.BrC[C:17]1[C:22]([CH3:23])=[CH:21][CH:20]=[CH:19][C:18]=1[N:24]1[C:28](=[O:29])[N:27]([CH3:30])[N:26]=[N:25]1.C(=O)([O-])[O-].[K+].[K+]. (6) Given the product [C:27]1([CH:7]([C:1]2[CH:6]=[CH:5][CH:4]=[CH:3][CH:2]=2)[CH2:8][NH:9][C:10]2[N:18]=[C:17]([C:19]#[N:20])[N:16]=[C:15]3[C:11]=2[N:12]=[CH:13][NH:14]3)[CH:28]=[CH:29][CH:30]=[CH:31][CH:32]=1, predict the reactants needed to synthesize it. The reactants are: [C:1]1([CH:7]([C:27]2[CH:32]=[CH:31][CH:30]=[CH:29][CH:28]=2)[CH2:8][NH:9][C:10]2[N:18]=[C:17]([C:19]#[N:20])[N:16]=[C:15]3[C:11]=2[N:12]=[CH:13][N:14]3C2CCCCO2)[CH:6]=[CH:5][CH:4]=[CH:3][CH:2]=1.Cl.